This data is from Catalyst prediction with 721,799 reactions and 888 catalyst types from USPTO. The task is: Predict which catalyst facilitates the given reaction. (1) Reactant: [CH3:1][O:2][C:3]1[CH:4]=[CH:5][C:6]2[CH2:15][CH:14]([CH3:16])[N:13]3[CH:8]([CH2:9][C:10](=[O:22])[C:11]([C:17]([O:19][CH2:20][CH3:21])=[O:18])=[CH:12]3)[C:7]=2[CH:23]=1.C1(Cl)C(=O)C(Cl)=C(Cl)C(=O)C=1Cl. Product: [CH3:1][O:2][C:3]1[CH:4]=[CH:5][C:6]2[CH2:15][CH:14]([CH3:16])[N:13]3[C:8](=[CH:9][C:10](=[O:22])[C:11]([C:17]([O:19][CH2:20][CH3:21])=[O:18])=[CH:12]3)[C:7]=2[CH:23]=1. The catalyst class is: 57. (2) Reactant: CN([CH2:4][CH:5]1[C:10](=[O:11])[CH:9]=[C:8]([C:12]2[CH:17]=[CH:16][N:15]=[CH:14][C:13]=2[N+:18]([O-:20])=[O:19])[CH2:7][C@@H:6]1[CH3:21])C.CI.C([O-])(O)=O.[Na+]. Product: [CH3:21][C@@H:6]1[C:5](=[CH2:4])[C:10](=[O:11])[CH:9]=[C:8]([C:12]2[CH:17]=[CH:16][N:15]=[CH:14][C:13]=2[N+:18]([O-:20])=[O:19])[CH2:7]1. The catalyst class is: 49. (3) Reactant: I[C:2]1[CH:7]=[C:6]([CH3:8])[CH:5]=[CH:4][C:3]=1[CH3:9].[CH:10]([C:12]1[CH:17]=[CH:16][C:15](B(O)O)=[CH:14][CH:13]=1)=[O:11].C([O-])([O-])=O.[Na+].[Na+]. Product: [CH3:9][C:3]1[CH:4]=[CH:5][C:6]([CH3:8])=[CH:7][C:2]=1[C:15]1[CH:16]=[CH:17][C:12]([CH:10]=[O:11])=[CH:13][CH:14]=1. The catalyst class is: 73.